This data is from Full USPTO retrosynthesis dataset with 1.9M reactions from patents (1976-2016). The task is: Predict the reactants needed to synthesize the given product. (1) Given the product [C:13]([O:17][C:18](=[O:39])[N:19]([CH2:21][C:22]1[CH:27]=[C:26]([CH2:28][N:7]2[CH2:8][CH2:9][N:4]([CH:1]([CH3:3])[CH3:2])[CH2:5][C:6]2=[O:10])[CH:25]=[CH:24][C:23]=1[O:30][C:31]1[CH:36]=[CH:35][C:34]([Cl:37])=[C:33]([Cl:38])[CH:32]=1)[CH3:20])([CH3:16])([CH3:14])[CH3:15], predict the reactants needed to synthesize it. The reactants are: [CH:1]([N:4]1[CH2:9][CH2:8][NH:7][C:6](=[O:10])[CH2:5]1)([CH3:3])[CH3:2].[H-].[Na+].[C:13]([O:17][C:18](=[O:39])[N:19]([CH2:21][C:22]1[CH:27]=[C:26]([CH2:28]Cl)[CH:25]=[CH:24][C:23]=1[O:30][C:31]1[CH:36]=[CH:35][C:34]([Cl:37])=[C:33]([Cl:38])[CH:32]=1)[CH3:20])([CH3:16])([CH3:15])[CH3:14]. (2) Given the product [S:25]1[CH:26]=[CH:27][CH:28]=[C:24]1[CH2:23][C:22]1[N:10]([CH:11]2[CH2:16][CH2:15][CH2:14][CH2:13][CH:12]2[C:17]([F:19])([F:18])[F:20])[C:7]2[CH:8]=[CH:9][C:4]([C:3]([OH:2])=[O:30])=[CH:5][C:6]=2[N:21]=1, predict the reactants needed to synthesize it. The reactants are: C[O:2][C:3](=[O:30])[C:4]1[CH:9]=[CH:8][C:7]([NH:10][CH:11]2[CH2:16][CH2:15][CH2:14][CH2:13][CH:12]2[C:17]([F:20])([F:19])[F:18])=[C:6]([NH:21][C:22](=O)[CH2:23][C:24]2[S:25][CH:26]=[CH:27][CH:28]=2)[CH:5]=1.Cl.O. (3) Given the product [CH3:1][CH:2]1[CH2:7][CH2:6][CH:5]([CH:8]=[O:9])[CH2:4][CH2:3]1, predict the reactants needed to synthesize it. The reactants are: [CH3:1][CH:2]1[CH2:7][CH2:6][CH:5]([CH2:8][OH:9])[CH2:4][CH2:3]1.CC(OI1(OC(C)=O)(OC(C)=O)OC(=O)C2C=CC=CC1=2)=O. (4) Given the product [NH2:1][C:2]1[CH:3]=[C:4]([CH:8]=[CH:9][C:10]=1[CH3:11])[C:5]([NH:15][CH:12]1[CH2:14][CH2:13]1)=[O:7], predict the reactants needed to synthesize it. The reactants are: [NH2:1][C:2]1[CH:3]=[C:4]([CH:8]=[CH:9][C:10]=1[CH3:11])[C:5]([OH:7])=O.[CH:12]1([NH2:15])[CH2:14][CH2:13]1. (5) Given the product [C:19]([N:18]=[C:16]([NH:26][CH:27]([CH2:40][CH:41]1[CH2:42][CH2:43][CH2:44][CH2:45][CH2:46]1)[C:28]([NH:30][C:31]1([C:38]#[N:39])[CH2:32][CH2:33][N:34]([CH3:37])[CH2:35][CH2:36]1)=[O:29])[C:15]1[CH:22]=[CH:23][C:12]([O:11][CH3:10])=[CH:13][CH:14]=1)(=[O:21])[CH3:20], predict the reactants needed to synthesize it. The reactants are: [I-].ClC1C=CC=C[N+]=1C.[CH3:10][O:11][C:12]1[CH:23]=[CH:22][C:15]([C:16]([NH:18][C:19](=[O:21])[CH3:20])=S)=[CH:14][CH:13]=1.Cl.Cl.[NH2:26][CH:27]([CH2:40][CH:41]1[CH2:46][CH2:45][CH2:44][CH2:43][CH2:42]1)[C:28]([NH:30][C:31]1([C:38]#[N:39])[CH2:36][CH2:35][N:34]([CH3:37])[CH2:33][CH2:32]1)=[O:29].C(N(CC)C(C)C)(C)C. (6) Given the product [F:3][C:4]1[CH:9]=[C:8]([C:10]([OH:13])([CH3:11])[CH3:12])[CH:7]=[CH:6][C:5]=1[C:14]1[S:18][C:17]([NH:19][C:20]2[CH:25]=[CH:24][CH:23]=[C:22]([CH2:26][O:27][CH3:32])[N:21]=2)=[C:16]([C:28]([NH2:30])=[O:29])[CH:15]=1, predict the reactants needed to synthesize it. The reactants are: [H-].[Na+].[F:3][C:4]1[CH:9]=[C:8]([C:10]([OH:13])([CH3:12])[CH3:11])[CH:7]=[CH:6][C:5]=1[C:14]1[S:18][C:17]([NH:19][C:20]2[CH:25]=[CH:24][CH:23]=[C:22]([CH2:26][OH:27])[N:21]=2)=[C:16]([C:28]([NH2:30])=[O:29])[CH:15]=1.I[CH3:32]. (7) Given the product [Cl:1][C:2]1[CH:3]=[C:4]([CH2:9][NH:10][C:11]([C:13]2[C:18]([OH:19])=[C:17]([C:30]([NH:29][CH2:33][C:34]([OH:35])=[O:54])=[O:32])[C:16](=[O:20])[N:15]([CH2:21][CH2:22][O:23][CH3:24])[CH:14]=2)=[O:12])[CH:5]=[CH:6][C:7]=1[Cl:8], predict the reactants needed to synthesize it. The reactants are: [Cl:1][C:2]1[CH:3]=[C:4]([CH2:9][NH:10][C:11]([C:13]2[C:18]([OH:19])=[CH:17][C:16](=[O:20])[N:15]([CH2:21][CH2:22][O:23][CH3:24])[CH:14]=2)=[O:12])[CH:5]=[CH:6][C:7]=1[Cl:8].OC1C(C(OC)=O)=C[N:29]([CH2:33][CH2:34][O:35]C)[C:30](=[O:32])C=1.ClC1C=C(CN)C=CC=1Cl.Cl.C(OCC)(=[O:54])C. (8) Given the product [CH3:1][O:2][C:3](=[O:15])[C:4]1[CH:9]=[CH:8][C:7]([O:10][CH3:11])=[C:6]([CH2:12][CH2:13][NH:14][C:18]([O:17][CH3:16])=[O:19])[CH:5]=1, predict the reactants needed to synthesize it. The reactants are: [CH3:1][O:2][C:3](=[O:15])[C:4]1[CH:9]=[CH:8][C:7]([O:10][CH3:11])=[C:6]([CH2:12][CH2:13][NH2:14])[CH:5]=1.[CH3:16][O:17][C:18](Cl)=[O:19].C(N(C(C)C)CC)(C)C.C([O-])(O)=O.[Na+].